Dataset: Reaction yield outcomes from USPTO patents with 853,638 reactions. Task: Predict the reaction yield, written as a fraction of the theoretical maximum amount of product (1.0 means a 100% yield; for example, 0.34 means a 34% yield). (1) The reactants are [Br:1][C:2]1[CH:7]=[CH:6][C:5]([C:8]2([C:13]([O:15][CH3:16])=[O:14])[CH2:10][CH:9]2[CH:11]=O)=[CH:4][CH:3]=1.[CH3:17][NH2:18].[BH4-].[Na+]. The catalyst is CO. The product is [Br:1][C:2]1[CH:7]=[CH:6][C:5]([C:8]2([C:13]([O:15][CH3:16])=[O:14])[CH2:10][CH:9]2[CH2:11][NH:18][CH3:17])=[CH:4][CH:3]=1. The yield is 0.560. (2) The reactants are Br[C:2]1[CH:3]=[CH:4][C:5]2[N:6]([C:8]([C:11]([F:28])([F:27])[C:12]3[CH:13]=[CH:14][C:15]4[N:16]([CH:18]=[C:19]([NH:21][C:22]([CH:24]5[CH2:26][CH2:25]5)=[O:23])[N:20]=4)[N:17]=3)=[N:9][N:10]=2)[CH:7]=1.[CH3:29][N:30]1[CH:34]=[C:33](B2OC(C)(C)C(C)(C)O2)[CH:32]=[N:31]1.C(Cl)Cl.C([O-])([O-])=O.[Na+].[Na+]. The catalyst is O1CCOCC1.C1C=CC(P(C2C=CC=CC=2)[C-]2C=CC=C2)=CC=1.C1C=CC(P(C2C=CC=CC=2)[C-]2C=CC=C2)=CC=1.Cl[Pd]Cl.[Fe+2]. The product is [F:27][C:11]([F:28])([C:8]1[N:6]2[CH:7]=[C:2]([C:33]3[CH:32]=[N:31][N:30]([CH3:29])[CH:34]=3)[CH:3]=[CH:4][C:5]2=[N:10][N:9]=1)[C:12]1[CH:13]=[CH:14][C:15]2[N:16]([CH:18]=[C:19]([NH:21][C:22]([CH:24]3[CH2:26][CH2:25]3)=[O:23])[N:20]=2)[N:17]=1. The yield is 0.711. (3) The reactants are Br[CH2:2][C:3]([C:5]1[CH:10]=[CH:9][C:8]([I:11])=[CH:7][CH:6]=1)=O.[NH2:12][C:13]1[C:18]([CH3:19])=[CH:17][CH:16]=[CH:15][N:14]=1.C(=O)(O)[O-].[Na+]. The catalyst is C(O)(C)C. The product is [I:11][C:8]1[CH:9]=[CH:10][C:5]([C:3]2[N:12]=[C:13]3[C:18]([CH3:19])=[CH:17][CH:16]=[CH:15][N:14]3[CH:2]=2)=[CH:6][CH:7]=1. The yield is 0.710. (4) The reactants are [F:1][C:2]([F:32])([F:31])[CH2:3][O:4][C:5]1[CH:10]=[CH:9][C:8]([O:11][CH2:12][C:13]([F:16])([F:15])[F:14])=[CH:7][C:6]=1[S:17]([NH:20][CH2:21][C@H:22]1[CH2:27][CH2:26][C@H:25]([C:28]([OH:30])=O)[CH2:24][CH2:23]1)(=[O:19])=[O:18].C([N:35](CC)CC)C.ClC(OCC)=O.N. The catalyst is C1COCC1. The product is [F:32][C:2]([F:31])([F:1])[CH2:3][O:4][C:5]1[CH:10]=[CH:9][C:8]([O:11][CH2:12][C:13]([F:16])([F:14])[F:15])=[CH:7][C:6]=1[S:17]([NH:20][CH2:21][C@H:22]1[CH2:27][CH2:26][C@H:25]([C:28]([NH2:35])=[O:30])[CH2:24][CH2:23]1)(=[O:18])=[O:19]. The yield is 0.980. (5) The reactants are [CH3:1][S:2]([C:5]1[CH:10]=[CH:9][C:8]([NH:11][C:12]2[C:17]([N+:18]([O-:20])=[O:19])=[C:16]([O:21][CH:22]3[CH2:27][CH2:26][NH:25][CH2:24][CH2:23]3)[N:15]=[CH:14][N:13]=2)=[CH:7][CH:6]=1)(=[O:4])=[O:3].[CH3:28][C:29]([CH3:35])([CH3:34])[CH2:30][C:31](Cl)=[O:32].C(N(CC)CC)C. The catalyst is CN(C=O)C. The product is [CH3:1][S:2]([C:5]1[CH:10]=[CH:9][C:8]([NH:11][C:12]2[N:13]=[CH:14][N:15]=[C:16]([O:21][CH:22]3[CH2:27][CH2:26][N:25]([C:31](=[O:32])[CH2:30][C:29]([CH3:35])([CH3:34])[CH3:28])[CH2:24][CH2:23]3)[C:17]=2[N+:18]([O-:20])=[O:19])=[CH:7][CH:6]=1)(=[O:4])=[O:3]. The yield is 0.780. (6) The reactants are [N+:1]([C:4]1[CH:5]=[CH:6][C:7]([N:10]2[CH2:14][CH2:13][CH2:12][CH2:11]2)=[N:8][CH:9]=1)([O-])=O.CN(C=O)C.O. The catalyst is C1COCC1.[Ni]. The product is [N:10]1([C:7]2[N:8]=[CH:9][C:4]([NH2:1])=[CH:5][CH:6]=2)[CH2:14][CH2:13][CH2:12][CH2:11]1. The yield is 0.970. (7) The reactants are [C:1]1([S:7](Cl)(=[O:9])=[O:8])[CH:6]=[CH:5][CH:4]=[CH:3][CH:2]=1.[Br:11][C:12]1[C:20]2[C:15](=[N:16][CH:17]=[C:18]([N:21]3[C:29](=[O:30])[C:28]4[C:23](=[CH:24][CH:25]=[CH:26][CH:27]=4)[C:22]3=[O:31])[CH:19]=2)[NH:14][CH:13]=1.N1C=CC=CC=1. The catalyst is C(Cl)Cl.CN(C1C=CN=CC=1)C. The product is [Br:11][C:12]1[C:20]2[C:15](=[N:16][CH:17]=[C:18]([N:21]3[C:22](=[O:31])[C:23]4[C:28](=[CH:27][CH:26]=[CH:25][CH:24]=4)[C:29]3=[O:30])[CH:19]=2)[N:14]([S:7]([C:1]2[CH:6]=[CH:5][CH:4]=[CH:3][CH:2]=2)(=[O:9])=[O:8])[CH:13]=1. The yield is 0.350.